This data is from Full USPTO retrosynthesis dataset with 1.9M reactions from patents (1976-2016). The task is: Predict the reactants needed to synthesize the given product. The reactants are: [CH2:1]([C:9]1[S:10][CH:11]=[CH:12][CH:13]=1)[CH2:2][CH2:3][CH2:4][CH2:5][CH2:6][CH2:7][CH3:8].[Br:14]N1C(=O)CCC1=O.O. Given the product [Br:14][C:11]1[S:10][C:9]([CH2:1][CH2:2][CH2:3][CH2:4][CH2:5][CH2:6][CH2:7][CH3:8])=[CH:13][CH:12]=1, predict the reactants needed to synthesize it.